From a dataset of Full USPTO retrosynthesis dataset with 1.9M reactions from patents (1976-2016). Predict the reactants needed to synthesize the given product. (1) Given the product [NH2:42][C:39]1[N:40]=[CH:41][C:36]([C:2]2[N:3]=[C:4]([N:22]3[CH2:27][CH2:26][O:25][CH2:24][CH2:23]3)[C:5]3[S:10][C:9]([C:11]4[CH:12]=[C:13]([CH2:17][NH:18][C:19](=[O:21])[CH3:20])[CH:14]=[CH:15][CH:16]=4)=[CH:8][C:6]=3[N:7]=2)=[CH:37][N:38]=1, predict the reactants needed to synthesize it. The reactants are: Cl[C:2]1[N:3]=[C:4]([N:22]2[CH2:27][CH2:26][O:25][CH2:24][CH2:23]2)[C:5]2[S:10][C:9]([C:11]3[CH:12]=[C:13]([CH2:17][NH:18][C:19](=[O:21])[CH3:20])[CH:14]=[CH:15][CH:16]=3)=[CH:8][C:6]=2[N:7]=1.CC1(C)C(C)(C)OB([C:36]2[CH:37]=[N:38][C:39]([NH2:42])=[N:40][CH:41]=2)O1. (2) Given the product [Br:6][C:7]1[C:16]([O:17][CH3:18])=[C:15]2[C:10]([C:11](=[O:28])[C:12]3[C:23](=[O:24])[NH:29][S:22][C:13]=3[N:14]2[CH:19]2[CH2:21][CH2:20]2)=[CH:9][CH:8]=1, predict the reactants needed to synthesize it. The reactants are: C(=O)(O)[O-].[Na+].[Br:6][C:7]1[C:16]([O:17][CH3:18])=[C:15]2[C:10]([C:11](=[O:28])[C:12]([C:23](OCC)=[O:24])=[C:13]([SH:22])[N:14]2[CH:19]2[CH2:21][CH2:20]2)=[CH:9][CH:8]=1.[NH2:29]OS(O)(=O)=O. (3) Given the product [Br:13][C:14]1[CH:19]=[CH:18][CH:17]=[C:16]([F:20])[C:15]=1[CH:23]=[O:24], predict the reactants needed to synthesize it. The reactants are: C([Li])CCC.C(NC(C)C)(C)C.[Br:13][C:14]1[CH:19]=[CH:18][CH:17]=[C:16]([F:20])[CH:15]=1.CN(C)[CH:23]=[O:24]. (4) Given the product [OH:4][CH:3]([CH:2]([CH3:1])[CH2:5][CH2:6][CH2:7][CH3:8])[CH2:10][C:9]([OH:12])=[O:11], predict the reactants needed to synthesize it. The reactants are: [CH3:1][CH:2]([CH2:5][CH2:6][CH2:7][CH3:8])[CH:3]=[O:4].[C:9]([OH:12])(=[O:11])[CH3:10]. (5) Given the product [F:24][C:25]1[CH:26]=[C:27]([CH:44]=[CH:45][C:46]=1[O:47][CH3:48])[CH2:28][N:29]1[CH2:33][CH2:32][N:31]([C:34]2[S:35][C:36]([C:40]([NH2:7])=[O:42])=[C:37]([CH3:39])[N:38]=2)[C:30]1=[O:43], predict the reactants needed to synthesize it. The reactants are: FC1C=CC(C[N:7]2C(=O)N(C3SC(C(O)=O)=C(C)N=3)C=N2)=CC=1.[F:24][C:25]1[CH:26]=[C:27]([CH:44]=[CH:45][C:46]=1[O:47][CH3:48])[CH2:28][N:29]1[CH2:33][CH2:32][N:31]([C:34]2[S:35][C:36]([C:40]([OH:42])=O)=[C:37]([CH3:39])[N:38]=2)[C:30]1=[O:43].